From a dataset of NCI-60 drug combinations with 297,098 pairs across 59 cell lines. Regression. Given two drug SMILES strings and cell line genomic features, predict the synergy score measuring deviation from expected non-interaction effect. (1) Drug 1: CCN(CC)CCNC(=O)C1=C(NC(=C1C)C=C2C3=C(C=CC(=C3)F)NC2=O)C. Drug 2: CC12CCC3C(C1CCC2OP(=O)(O)O)CCC4=C3C=CC(=C4)OC(=O)N(CCCl)CCCl.[Na+]. Cell line: MCF7. Synergy scores: CSS=-11.3, Synergy_ZIP=4.52, Synergy_Bliss=-4.55, Synergy_Loewe=-10.4, Synergy_HSA=-12.9. (2) Drug 1: CC1OCC2C(O1)C(C(C(O2)OC3C4COC(=O)C4C(C5=CC6=C(C=C35)OCO6)C7=CC(=C(C(=C7)OC)O)OC)O)O. Drug 2: C1=CN(C=N1)CC(O)(P(=O)(O)O)P(=O)(O)O. Cell line: TK-10. Synergy scores: CSS=-2.16, Synergy_ZIP=-8.88, Synergy_Bliss=-19.9, Synergy_Loewe=-20.0, Synergy_HSA=-17.0. (3) Drug 2: C1=CC=C(C(=C1)C(C2=CC=C(C=C2)Cl)C(Cl)Cl)Cl. Synergy scores: CSS=11.3, Synergy_ZIP=-1.09, Synergy_Bliss=3.01, Synergy_Loewe=-5.66, Synergy_HSA=1.63. Cell line: MCF7. Drug 1: CC1=C(C(CCC1)(C)C)C=CC(=CC=CC(=CC(=O)O)C)C. (4) Drug 1: C1CC(=O)NC(=O)C1N2CC3=C(C2=O)C=CC=C3N. Drug 2: C1=NC2=C(N=C(N=C2N1C3C(C(C(O3)CO)O)F)Cl)N. Cell line: HOP-62. Synergy scores: CSS=38.3, Synergy_ZIP=3.24, Synergy_Bliss=3.85, Synergy_Loewe=-35.2, Synergy_HSA=1.46. (5) Drug 1: C1=NC2=C(N=C(N=C2N1C3C(C(C(O3)CO)O)F)Cl)N. Drug 2: CC1CCCC2(C(O2)CC(NC(=O)CC(C(C(=O)C(C1O)C)(C)C)O)C(=CC3=CSC(=N3)C)C)C. Cell line: HL-60(TB). Synergy scores: CSS=63.2, Synergy_ZIP=-1.94, Synergy_Bliss=-2.94, Synergy_Loewe=-3.52, Synergy_HSA=-0.592. (6) Drug 1: C1=CC=C(C=C1)NC(=O)CCCCCCC(=O)NO. Drug 2: C(CC(=O)O)C(=O)CN.Cl. Cell line: DU-145. Synergy scores: CSS=60.0, Synergy_ZIP=-4.81, Synergy_Bliss=-5.10, Synergy_Loewe=-16.4, Synergy_HSA=-1.67. (7) Drug 1: C1CC(C1)(C(=O)O)C(=O)O.[NH2-].[NH2-].[Pt+2]. Drug 2: CC1C(C(CC(O1)OC2CC(OC(C2O)C)OC3=CC4=CC5=C(C(=O)C(C(C5)C(C(=O)C(C(C)O)O)OC)OC6CC(C(C(O6)C)O)OC7CC(C(C(O7)C)O)OC8CC(C(C(O8)C)O)(C)O)C(=C4C(=C3C)O)O)O)O. Cell line: SN12C. Synergy scores: CSS=33.3, Synergy_ZIP=1.20, Synergy_Bliss=3.77, Synergy_Loewe=-16.6, Synergy_HSA=0.442.